From a dataset of Full USPTO retrosynthesis dataset with 1.9M reactions from patents (1976-2016). Predict the reactants needed to synthesize the given product. Given the product [C:17]([NH:16][C:15]1[C:8]2[C:9](=[N:10][CH:11]=[CH:12][C:7]=2[N:1]2[CH2:2][CH2:3][N:4]([C:35](=[O:36])[CH2:34][CH2:33][NH:32][C:30](=[O:31])[O:29][C:25]([CH3:26])([CH3:27])[CH3:28])[CH2:5][CH2:6]2)[NH:13][CH:14]=1)(=[O:24])[C:18]1[CH:23]=[CH:22][CH:21]=[N:20][CH:19]=1, predict the reactants needed to synthesize it. The reactants are: [N:1]1([C:7]2[CH:12]=[CH:11][N:10]=[C:9]3[NH:13][CH:14]=[C:15]([NH:16][C:17](=[O:24])[C:18]4[CH:23]=[CH:22][CH:21]=[N:20][CH:19]=4)[C:8]=23)[CH2:6][CH2:5][NH:4][CH2:3][CH2:2]1.[C:25]([O:29][C:30]([NH:32][CH2:33][CH2:34][C:35](O)=[O:36])=[O:31])([CH3:28])([CH3:27])[CH3:26].C1C=CC2N(O)N=NC=2C=1.O.CCN=C=NCCCN(C)C.CCN(C(C)C)C(C)C.